This data is from Peptide-MHC class II binding affinity with 134,281 pairs from IEDB. The task is: Regression. Given a peptide amino acid sequence and an MHC pseudo amino acid sequence, predict their binding affinity value. This is MHC class II binding data. (1) The peptide sequence is YDKFLANVSTVQTGK. The MHC is DRB1_1101 with pseudo-sequence DRB1_1101. The binding affinity (normalized) is 0.737. (2) The binding affinity (normalized) is 0. The peptide sequence is LLNRNNSFKPFAEYK. The MHC is HLA-DQA10501-DQB10201 with pseudo-sequence HLA-DQA10501-DQB10201. (3) The peptide sequence is VDGMAWFTPVGLAVD. The MHC is HLA-DPA10201-DPB10501 with pseudo-sequence HLA-DPA10201-DPB10501. The binding affinity (normalized) is 0.157.